Task: Predict the product of the given reaction.. Dataset: Forward reaction prediction with 1.9M reactions from USPTO patents (1976-2016) (1) The product is: [Cl:22][C:20]1[CH:21]=[C:16]2[C:15]([C:24]3[CH:29]=[N:28][CH:27]=[N:26][CH:25]=3)=[C:14]([C:11]3[CH:10]=[CH:9][C:8]([NH2:7])=[CH:13][CH:12]=3)[NH:23][C:17]2=[N:18][CH:19]=1. Given the reactants C(OC(=O)[NH:7][C:8]1[CH:13]=[CH:12][C:11]([C:14]2[NH:23][C:17]3=[N:18][CH:19]=[C:20]([Cl:22])[CH:21]=[C:16]3[C:15]=2[C:24]2[CH:25]=[N:26][CH:27]=[N:28][CH:29]=2)=[CH:10][CH:9]=1)(C)(C)C, predict the reaction product. (2) Given the reactants [F:1][C:2]1[CH:7]=[CH:6][CH:5]=[CH:4][C:3]=1[N:8]1[C:12]([C:13]2[CH:18]=[CH:17][N:16]=[CH:15][CH:14]=2)=[C:11]([C:19]2[O:23][N:22]=[C:21]([C:24]3[CH:31]=[CH:30][C:27]([CH:28]=O)=[CH:26][CH:25]=3)[N:20]=2)[N:10]=[N:9]1.[NH:32]1[CH2:37][CH2:36][CH:35]([NH:38][C:39](=[O:41])[CH3:40])[CH2:34][CH2:33]1, predict the reaction product. The product is: [F:1][C:2]1[CH:7]=[CH:6][CH:5]=[CH:4][C:3]=1[N:8]1[C:12]([C:13]2[CH:14]=[CH:15][N:16]=[CH:17][CH:18]=2)=[C:11]([C:19]2[O:23][N:22]=[C:21]([C:24]3[CH:25]=[CH:26][C:27]([CH2:28][N:32]4[CH2:37][CH2:36][CH:35]([NH:38][C:39](=[O:41])[CH3:40])[CH2:34][CH2:33]4)=[CH:30][CH:31]=3)[N:20]=2)[N:10]=[N:9]1. (3) Given the reactants [CH2:1]([N:5]1[C:10]2=[CH:11][NH:12][CH:13]=[C:9]2[C:8](=[O:14])[N:7]([CH3:15])[C:6]1=[O:16])[CH:2]([CH3:4])[CH3:3].Cl[CH2:18][C:19]1[CH:24]=[CH:23][C:22]([O:25][CH3:26])=[CH:21][CH:20]=1.C(=O)([O-])[O-].[K+].[K+], predict the reaction product. The product is: [CH2:1]([N:5]1[C:10]2=[CH:11][N:12]([CH2:18][C:19]3[CH:24]=[CH:23][C:22]([O:25][CH3:26])=[CH:21][CH:20]=3)[CH:13]=[C:9]2[C:8](=[O:14])[N:7]([CH3:15])[C:6]1=[O:16])[CH:2]([CH3:4])[CH3:3]. (4) Given the reactants [Br:1][C:2]1[CH:3]=[CH:4][C:5]([N+:21]([O-:23])=[O:22])=[C:6]([CH2:8][CH:9]([C:11]2[C:16]([F:17])=[CH:15][C:14]([O:18][CH3:19])=[CH:13][C:12]=2[Cl:20])[OH:10])[CH:7]=1.CC(OI1(OC(C)=O)(OC(C)=O)OC(=O)C2C=CC=CC1=2)=O, predict the reaction product. The product is: [Br:1][C:2]1[CH:3]=[CH:4][C:5]([N+:21]([O-:23])=[O:22])=[C:6]([CH2:8][C:9]([C:11]2[C:16]([F:17])=[CH:15][C:14]([O:18][CH3:19])=[CH:13][C:12]=2[Cl:20])=[O:10])[CH:7]=1. (5) Given the reactants [I:1][C:2]1[CH:3]=[C:4]([NH2:9])[C:5]([NH2:8])=[CH:6][CH:7]=1.[CH:10](=O)[CH:11]=O.C(O)(=O)C.C(O)C, predict the reaction product. The product is: [I:1][C:2]1[CH:3]=[C:4]2[C:5](=[CH:6][CH:7]=1)[N:8]=[CH:11][CH:10]=[N:9]2.